From a dataset of Retrosynthesis with 50K atom-mapped reactions and 10 reaction types from USPTO. Predict the reactants needed to synthesize the given product. (1) Given the product N=C(N)NN=Cc1cc(F)cc(C(F)(F)F)c1, predict the reactants needed to synthesize it. The reactants are: N=C(N)NN.O=Cc1cc(F)cc(C(F)(F)F)c1. (2) Given the product COC(=O)CCc1c2n(c(=O)c3cc(OC)ccc13)CCc1ccccc1-2, predict the reactants needed to synthesize it. The reactants are: COC(=O)/C=C/c1c2n(c(=O)c3cc(OC)ccc13)CCc1ccccc1-2. (3) The reactants are: CC(C)(C)OC(=O)N1CC2CN(Cc3ccccc3)CC2C1. Given the product CC(C)(C)OC(=O)N1CC2CNCC2C1, predict the reactants needed to synthesize it. (4) Given the product NC(=O)c1c(Oc2cccc(CNS(N)(=O)=O)c2)cc(F)c(F)c1Nc1ccc(I)cc1F, predict the reactants needed to synthesize it. The reactants are: CC(C)(C)OC(=O)NS(=O)(=O)NCc1cccc(Oc2cc(F)c(F)c(Nc3ccc(I)cc3F)c2C(N)=O)c1.